This data is from Forward reaction prediction with 1.9M reactions from USPTO patents (1976-2016). The task is: Predict the product of the given reaction. (1) Given the reactants [Br:1][C:2]1[CH:7]=[C:6]([O:8][CH3:9])[CH:5]=[C:4]([O:10][CH3:11])[CH:3]=1.[N+:12]([O-])([OH:14])=[O:13], predict the reaction product. The product is: [Br:1][C:2]1[CH:3]=[C:4]([O:10][CH3:11])[C:5]([N+:12]([O-:14])=[O:13])=[C:6]([O:8][CH3:9])[CH:7]=1. (2) Given the reactants O[O:2][S:3]([O-:5])=O.[K+].[CH:7]1([C:12]2[C:17]([C:18]([N:20]([CH:22]3[CH:29]4[CH2:30][CH:25]5[CH2:26][C:27]([OH:32])([CH2:31][CH:23]3[CH2:24]5)[CH2:28]4)[CH3:21])=[O:19])=[CH:16][N:15]=[C:14](SC)[N:13]=2)[CH2:11][CH2:10][CH2:9][CH2:8]1.[C:35](#N)C, predict the reaction product. The product is: [CH:7]1([C:12]2[C:17]([C:18]([N:20]([CH:22]3[CH:29]4[CH2:30][CH:25]5[CH2:26][C:27]([OH:32])([CH2:31][CH:23]3[CH2:24]5)[CH2:28]4)[CH3:21])=[O:19])=[CH:16][N:15]=[C:14]([S:3]([CH3:35])(=[O:5])=[O:2])[N:13]=2)[CH2:8][CH2:9][CH2:10][CH2:11]1. (3) The product is: [Cl:1][C:2]1[CH:7]=[CH:6][C:5]([C:8]2([NH:11][C:12]3[N:17]=[C:16]([O:18][CH2:19][C:20]([F:21])([F:23])[F:22])[N:15]=[C:14]([NH:24][C:25]4[CH:26]=[CH:27][C:28]([C:29]([NH:34][C@@H:35]5[CH2:39][N:38]([C:40]([O:42][C:43]([CH3:44])([CH3:45])[CH3:46])=[O:41])[C@@H:37]([C:47]([O:49][CH3:50])=[O:48])[CH2:36]5)=[O:30])=[CH:32][CH:33]=4)[N:13]=3)[CH2:10][CH2:9]2)=[CH:4][CH:3]=1. Given the reactants [Cl:1][C:2]1[CH:7]=[CH:6][C:5]([C:8]2([NH:11][C:12]3[N:17]=[C:16]([O:18][CH2:19][C:20]([F:23])([F:22])[F:21])[N:15]=[C:14]([NH:24][C:25]4[CH:33]=[CH:32][C:28]([C:29](O)=[O:30])=[CH:27][CH:26]=4)[N:13]=3)[CH2:10][CH2:9]2)=[CH:4][CH:3]=1.[NH2:34][C@H:35]1[CH2:39][N:38]([C:40]([O:42][C:43]([CH3:46])([CH3:45])[CH3:44])=[O:41])[C@H:37]([C:47]([O:49][CH3:50])=[O:48])[CH2:36]1.C1CN([P+](ON2N=NC3C=CC=CC2=3)(N2CCCC2)N2CCCC2)CC1.F[P-](F)(F)(F)(F)F, predict the reaction product. (4) Given the reactants [CH2:1]([C:4]1[CH:9]=[CH:8][N:7]=[CH:6][CH:5]=1)[CH2:2][CH3:3].[OH:10]O, predict the reaction product. The product is: [CH2:1]([C:4]1[CH:9]=[CH:8][N+:7]([O-:10])=[CH:6][CH:5]=1)[CH2:2][CH3:3].